This data is from Human liver microsome stability data. The task is: Regression/Classification. Given a drug SMILES string, predict its absorption, distribution, metabolism, or excretion properties. Task type varies by dataset: regression for continuous measurements (e.g., permeability, clearance, half-life) or binary classification for categorical outcomes (e.g., BBB penetration, CYP inhibition). Dataset: hlm. The result is 0 (unstable in human liver microsomes). The compound is O=C(NCc1ccccc1OC(F)(F)F)N1CCC(Oc2ccncc2)CC1.